Task: Predict the reactants needed to synthesize the given product.. Dataset: Full USPTO retrosynthesis dataset with 1.9M reactions from patents (1976-2016) (1) The reactants are: C([Mg]Br)C.[CH3:5][C:6]1[N:11]=[C:10]2[NH:12][CH:13]=[CH:14][C:9]2=[CH:8][CH:7]=1.[CH3:15][O:16][C:17]1[CH:18]=[C:19]([CH:23]=[C:24]([O:28][CH3:29])[C:25]=1[O:26][CH3:27])[C:20](Cl)=[O:21].[Cl-].[Al+3].[Cl-].[Cl-]. Given the product [CH3:5][C:6]1[N:11]=[C:10]2[NH:12][CH:13]=[C:14]([C:20]([C:19]3[CH:23]=[C:24]([O:28][CH3:29])[C:25]([O:26][CH3:27])=[C:17]([O:16][CH3:15])[CH:18]=3)=[O:21])[C:9]2=[CH:8][CH:7]=1, predict the reactants needed to synthesize it. (2) The reactants are: [Al](C)(C)[CH3:2].CCCC[CH2:9][CH2:10][CH3:11].[NH2:12][C:13]1[CH:28]=[CH:27][C:16]([C:17]([NH:19][CH2:20][C:21]2[CH:26]=[CH:25][CH:24]=[CH:23][CH:22]=2)=[O:18])=[CH:15][CH:14]=1.Cl. Given the product [NH2:12][C:13]1[CH:28]=[CH:27][C:16]([C:17]([NH:19][CH2:20][C:21]2[CH:26]=[CH:25][C:24]([C:10]([CH3:9])([CH3:11])[CH3:2])=[CH:23][CH:22]=2)=[O:18])=[CH:15][CH:14]=1, predict the reactants needed to synthesize it. (3) Given the product [CH3:27][CH:26]([CH3:28])[CH2:25][CH2:24][O:1][C:2]1[CH:7]=[C:6]([C:8]2[CH:13]=[CH:12][CH:11]=[CH:10][CH:9]=2)[N:5]=[C:4]([C:14]([O:16][CH2:7][CH2:6][CH:8]([CH3:13])[CH3:9])=[O:15])[CH:3]=1, predict the reactants needed to synthesize it. The reactants are: [O:1]=[C:2]1[CH:7]=[C:6]([C:8]2[CH:13]=[CH:12][CH:11]=[CH:10][CH:9]=2)[NH:5][C:4]([C:14]([OH:16])=[O:15])=[CH:3]1.C(=O)([O-])[O-].[K+].[K+].Br[CH2:24][CH2:25][CH:26]([CH3:28])[CH3:27].O. (4) Given the product [CH3:37][S:34]([C:31]([C:23]1[CH:24]=[C:25]2[C:30](=[C:21]([C:17]3[CH:16]=[C:15]([C:12]4[CH:11]=[CH:10][C:9]([CH:7]5[CH2:8][CH:6]5[C:4]([OH:5])=[O:3])=[CH:14][CH:13]=4)[CH:20]=[CH:19][CH:18]=3)[CH:22]=1)[N:29]=[CH:28][CH:27]=[CH:26]2)([CH3:33])[CH3:32])(=[O:36])=[O:35], predict the reactants needed to synthesize it. The reactants are: C([O:3][C:4]([CH:6]1[CH2:8][CH:7]1[C:9]1[CH:14]=[CH:13][C:12]([C:15]2[CH:20]=[CH:19][CH:18]=[C:17]([C:21]3[CH:22]=[C:23]([C:31]([S:34]([CH3:37])(=[O:36])=[O:35])([CH3:33])[CH3:32])[CH:24]=[C:25]4[C:30]=3[N:29]=[CH:28][CH:27]=[CH:26]4)[CH:16]=2)=[CH:11][CH:10]=1)=[O:5])C.[Li+].[OH-]. (5) Given the product [CH3:16][S:15][C:13]1[C:14]2[C:6]([C:27]3[CH:35]=[CH:34][S:36][CH:37]=3)=[CH:7][N:8]([C@@H:17]3[O:23][C@H:22]([CH2:24][OH:25])[C@@H:20]([OH:21])[C@H:18]3[OH:19])[C:9]=2[N:10]=[CH:11][N:12]=1, predict the reactants needed to synthesize it. The reactants are: O1C=CC=C1[C:6]1[C:14]2[C:13]([S:15][CH3:16])=[N:12][CH:11]=[N:10][C:9]=2[N:8]([C@@H:17]2[O:23][C@H:22]([CH2:24][OH:25])[C@@H:20]([OH:21])[C@H:18]2[OH:19])[CH:7]=1.I[C:27]1[C:35]2[C:34]([S:36][CH3:37])=NC=NC=2N([C@@H]2O[C@H](CO)[C@@H](O)[C@H]2O)C=1.S1C=CC(B(O)O)=C1. (6) Given the product [CH2:36]([O:35][C:33](=[O:34])[CH2:32][NH:29][C:30]([N:16]1[CH2:17][C@@H:18]([C:19]2[CH:20]=[CH:21][C:22]([C:23]#[N:24])=[CH:25][CH:26]=2)[C@:12]2([N:11]([CH3:27])[C:10](=[O:28])[N:9]([C:4]3[CH:5]=[C:6]([Cl:8])[CH:7]=[C:2]([Cl:1])[CH:3]=3)[C:13]2=[O:14])[CH2:15]1)=[O:31])[CH3:37].[CH2:42]([OH:41])[C:32]([NH2:29])([CH2:33][OH:35])[CH2:46][OH:47].[N-:44]=[C:46]=[O:47], predict the reactants needed to synthesize it. The reactants are: [Cl:1][C:2]1[CH:3]=[C:4]([N:9]2[C:13](=[O:14])[C@@:12]3([C@H:18]([C:19]4[CH:26]=[CH:25][C:22]([C:23]#[N:24])=[CH:21][CH:20]=4)[CH2:17][NH:16][CH2:15]3)[N:11]([CH3:27])[C:10]2=[O:28])[CH:5]=[C:6]([Cl:8])[CH:7]=1.[N:29]([CH2:32][C:33]([O:35][CH2:36][CH3:37])=[O:34])=[C:30]=[O:31].C1[CH2:42][O:41]CC1.C[N:44]([CH:46]=[O:47])C.